Task: Predict the reactants needed to synthesize the given product.. Dataset: Retrosynthesis with 50K atom-mapped reactions and 10 reaction types from USPTO (1) Given the product CC(C)(CO)CN1CCN(c2ccccc2OCC(F)(F)F)CC1, predict the reactants needed to synthesize it. The reactants are: CC(C)(COCc1ccccc1)CN1CCN(c2ccccc2OCC(F)(F)F)CC1. (2) Given the product CCCN1c2ccc3nc(OC(C)C)cc(C(F)(F)F)c3c2OC[C@H]1CC, predict the reactants needed to synthesize it. The reactants are: C=CCN1c2ccc3nc(OC(C)C)cc(C(F)(F)F)c3c2OC[C@H]1CC. (3) Given the product CCC(=O)OC[C@H](Cc1cn(C)cn1)[C@H](CC)C(=O)OCCOc1cc(C=O)ccc1C, predict the reactants needed to synthesize it. The reactants are: CCC(=O)OC[C@H](Cc1cn(C)cn1)[C@H](CC)C(=O)O.Cc1ccc(C=O)cc1OCCI.